Dataset: Drug-target binding data from BindingDB using IC50 measurements. Task: Regression. Given a target protein amino acid sequence and a drug SMILES string, predict the binding affinity score between them. We predict pIC50 (pIC50 = -log10(IC50 in M); higher means more potent). Dataset: bindingdb_ic50. (1) The drug is Cc1noc(-c2c(NC(=O)C3=C(C(=O)O)CCC3)sc3c2CCC2(COC2)C3)n1. The target protein (Q01469) has sequence MATVQQLEGRWRLVDSKGFDEYMKELGVGIALRKMGAMAKPDCIITCDGKNLTIKTESTLKTTQFSCTLGEKFEETTADGRKTQTVCNFTDGALVQHQEWDGKESTITRKLKDGKLVVECVMNNVTCTRIYEKVE. The pIC50 is 6.0. (2) The target protein (Q969M7) has sequence MLTLASKLKRDDGLKGSRTAATASDSTRRVSVRDKLLVKEVAELEANLPCTCKVHFPDPNKLHCFQLTVTPDEGYYQGGKFQFETEVPDAYNMVPPKVKCLTKIWHPNITETGEICLSLLREHSIDGTGWAPTRTLKDVVWGLNSLFTDLLNFDDPLNIEAAEHHLRDKEDFRNKVDDYIKRYAR. The pIC50 is 8.5. The drug is Nc1ncnc2c1c(C#Cc1c(F)cc(N3CCC[C@@H](O)C3)cc1F)cn2[C@@H]1O[C@H](CNS(N)(=O)=O)[C@@H](O)[C@H]1O. (3) The small molecule is C=CC(=O)NCCCCCC(=O)N[C@@H]1[C@@H](O)C[C@](SCCCCCCCCCCCC)(C(=O)O)O[C@H]1[C@H](O)[C@H](O)CO. The pIC50 is 5.1. The target protein (P03437) has sequence MKTIIALSYIFCLALGQDLPGNDNSTATLCLGHHAVPNGTLVKTITDDQIEVTNATELVQSSSTGKICNNPHRILDGIDCTLIDALLGDPHCDVFQNETWDLFVERSKAFSNCYPYDVPDYASLRSLVASSGTLEFITEGFTWTGVTQNGGSNACKRGPGSGFFSRLNWLTKSGSTYPVLNVTMPNNDNFDKLYIWGIHHPSTNQEQTSLYVQASGRVTVSTRRSQQTIIPNIGSRPWVRGLSSRISIYWTIVKPGDVLVINSNGNLIAPRGYFKMRTGKSSIMRSDAPIDTCISECITPNGSIPNDKPFQNVNKITYGACPKYVKQNTLKLATGMRNVPEKQTRGLFGAIAGFIENGWEGMIDGWYGFRHQNSEGTGQAADLKSTQAAIDQINGKLNRVIEKTNEKFHQIEKEFSEVEGRIQDLEKYVEDTKIDLWSYNAELLVALENQHTIDLTDSEMNKLFEKTRRQLRENAEEMGNGCFKIYHKCDNACIESIRNG.... (4) The small molecule is C=CC[C@H](NC(=O)CNS(=O)(=O)N1CCOCC1)C(=O)N[C@@H](CC1CC=C(c2cccc3ccccc23)CC1)[C@@H](O)[C@@H](O)CC(C)C. The target protein (Q6DLW5) has sequence MDGWRRMPRWGLLLLLWGSCTFGLPTDTTTFKRIFLKRMPSIRESLKERGVDMARLGPEWSQPMKRLALGNTTSSVILTNYMDTQYYGEIGIGTPPQTFKVVFDTGSSNVWVPSSKCSRLYTACVYHKLFDASDSSSYKHNGTELTLRYSTGTVSGFLSQDIITVGGITVTQMFGEVTEMPALPFMLAEFDGVVGMGFIEQAIGRVTPIFDNILSQGVLKEDVFSFYYNRDSENAQSLGGQIVLGGSDPQHYEGNFHYINLIKTGVWQIPMKGVSVGSSTLLCEDGCLALVDTGASYISGSTSSIEKLMEALGAKKRLFDYVVKCNEGPTLPDISFHLGGKEYTLTSADYVFQESYSSKKLCTLAIHAMDIPPPTGPTWALGATFIRKFYTEFDRRNNRIGFALAH. The pIC50 is 8.0.